Dataset: Full USPTO retrosynthesis dataset with 1.9M reactions from patents (1976-2016). Task: Predict the reactants needed to synthesize the given product. (1) Given the product [Cl:1][C:2]1[CH:7]=[C:6]([Cl:8])[CH:5]=[CH:4][C:3]=1[CH:9]([F:12])[CH2:10][NH2:11], predict the reactants needed to synthesize it. The reactants are: [Cl:1][C:2]1[CH:7]=[C:6]([Cl:8])[CH:5]=[CH:4][C:3]=1[CH:9]([F:12])[C:10]#[N:11].Cl.[OH-].[Na+]. (2) Given the product [NH2:10][C:5]1[C:6]([NH:8][CH3:9])=[N:7][C:2]([Cl:1])=[N:3][CH:4]=1, predict the reactants needed to synthesize it. The reactants are: [Cl:1][C:2]1[N:7]=[C:6]([NH:8][CH3:9])[C:5]([N+:10]([O-])=O)=[CH:4][N:3]=1.O.O.[Sn](Cl)Cl. (3) The reactants are: [H-].[Na+].[CH2:3]([C:5]1([CH3:13])[CH2:10][C:9](=[O:11])[CH:8]=[C:7]([OH:12])[CH2:6]1)[CH3:4].[F:14][C:15]([F:26])([F:25])[C:16]1[CH:21]=[CH:20][CH:19]=[C:18]([N:22]=[C:23]=[O:24])[CH:17]=1. Given the product [F:14][C:15]([F:25])([F:26])[C:16]1[CH:17]=[C:18]([NH:22][C:23]([CH:8]2[C:9](=[O:11])[CH2:10][C:5]([CH2:3][CH3:4])([CH3:13])[CH2:6][C:7]2=[O:12])=[O:24])[CH:19]=[CH:20][CH:21]=1, predict the reactants needed to synthesize it. (4) Given the product [Cl:1][C:2]1[CH:10]=[C:9]2[C:5]([C:6]([C:11]([O:13][CH3:14])=[O:12])=[CH:7][NH:8]2)=[CH:4][C:3]=1[C:24]1[CH:37]=[CH:36][C:27]([O:28][C@H:29]2[CH2:34][CH2:33][CH2:32][CH2:31][C@@H:30]2[OH:35])=[CH:26][CH:25]=1, predict the reactants needed to synthesize it. The reactants are: [Cl:1][C:2]1[CH:10]=[C:9]2[C:5]([C:6]([C:11]([O:13][CH3:14])=[O:12])=[CH:7][NH:8]2)=[CH:4][C:3]=1B1OCC(C)(C)CO1.Br[C:24]1[CH:37]=[CH:36][C:27]([O:28][C@H:29]2[CH2:34][CH2:33][CH2:32][CH2:31][C@@H:30]2[OH:35])=[CH:26][CH:25]=1.C(=O)([O-])[O-].[K+].[K+].C(OCC)(=O)C. (5) Given the product [NH2:12][C:10]1[CH:9]=[CH:8][C:7]2[CH2:1][N:2]([C:13]([O:15][C:16]([CH3:19])([CH3:18])[CH3:17])=[O:14])[CH2:3][CH2:4][CH2:5][C:6]=2[CH:11]=1, predict the reactants needed to synthesize it. The reactants are: [CH2:1]1[C:7]2[CH:8]=[CH:9][C:10]([NH2:12])=[CH:11][C:6]=2[CH2:5][CH2:4][CH2:3][NH:2]1.[C:13](O[C:13]([O:15][C:16]([CH3:19])([CH3:18])[CH3:17])=[O:14])([O:15][C:16]([CH3:19])([CH3:18])[CH3:17])=[O:14].